Dataset: CYP1A2 inhibition data for predicting drug metabolism from PubChem BioAssay. Task: Regression/Classification. Given a drug SMILES string, predict its absorption, distribution, metabolism, or excretion properties. Task type varies by dataset: regression for continuous measurements (e.g., permeability, clearance, half-life) or binary classification for categorical outcomes (e.g., BBB penetration, CYP inhibition). Dataset: cyp1a2_veith. (1) The molecule is CC(C)(C)Nc1nc(N2CCCC2)nc(N2CCCC2)n1. The result is 1 (inhibitor). (2) The compound is O=C(CC(=O)c1ccccc1)O[C@H]1CN2CCC1CC2. The result is 0 (non-inhibitor). (3) The compound is COC(=O)[C@@]1(Cc2ccc(F)cc2)[C@H]2c3cc(C(=O)N(C)C)n(Cc4nc5ccccc5[nH]4)c3C[C@H]2CN1C(=O)c1ccccc1. The result is 1 (inhibitor). (4) The drug is O=C(CNS(=O)(=O)c1ccc(Br)s1)N1CCC(N2CCCCC2)CC1. The result is 0 (non-inhibitor). (5) The compound is N=c1c[n+](N2CCOCC2)[n-]o1. The result is 0 (non-inhibitor). (6) The molecule is Cc1ccc(-c2ncccc2OC(=O)C23CC4CC(CC(C4)C2)C3)cc1.Cl. The result is 1 (inhibitor). (7) The drug is CC(C)(Cc1c[nH]c2ccc(Cl)cc12)NCCOc1ccccc1OCC1CC1. The result is 1 (inhibitor). (8) The molecule is COc1ccc(Oc2ncc3nc(-c4ccccc4)c(=O)n(CCC#N)c3n2)cc1. The result is 1 (inhibitor).